Dataset: Reaction yield outcomes from USPTO patents with 853,638 reactions. Task: Predict the reaction yield, written as a fraction of the theoretical maximum amount of product (1.0 means a 100% yield; for example, 0.34 means a 34% yield). (1) The product is [Br:1][C:2]1[C:3]([F:10])=[C:4]([CH:5]=[C:6]([F:8])[CH:7]=1)[NH2:24]. The catalyst is CCOCC.C1COCC1.C1C=CC(/C=C/C(/C=C/C2C=CC=CC=2)=O)=CC=1.C1C=CC(/C=C/C(/C=C/C2C=CC=CC=2)=O)=CC=1.C1C=CC(/C=C/C(/C=C/C2C=CC=CC=2)=O)=CC=1.[Pd].[Pd].[Pd]. The yield is 0.560. The reactants are [Br:1][C:2]1[CH:7]=[C:6]([F:8])[CH:5]=[C:4](Br)[C:3]=1[F:10].C(=[NH:24])(C1C=CC=CC=1)C1C=CC=CC=1.CC(C)([O-])C.[Na+].C1C=CC(P(C2C=CC3C(=CC=CC=3)C=2C2C3C(=CC=CC=3)C=CC=2P(C2C=CC=CC=2)C2C=CC=CC=2)C2C=CC=CC=2)=CC=1.Cl. (2) The reactants are [Cl:1][C:2]1[C:3]([C:14]([O:16][CH2:17][CH3:18])=[O:15])=[C:4]([CH3:13])[NH:5][C:6]=1[C:7]1[CH:12]=[CH:11][CH:10]=[CH:9][CH:8]=1.[H-].[Na+].[C:21]1([S:27](Cl)(=[O:29])=[O:28])[CH:26]=[CH:25][CH:24]=[CH:23][CH:22]=1. No catalyst specified. The product is [Cl:1][C:2]1[C:3]([C:14]([O:16][CH2:17][CH3:18])=[O:15])=[C:4]([CH3:13])[N:5]([S:27]([C:21]2[CH:26]=[CH:25][CH:24]=[CH:23][CH:22]=2)(=[O:29])=[O:28])[C:6]=1[C:7]1[CH:12]=[CH:11][CH:10]=[CH:9][CH:8]=1. The yield is 0.780.